From a dataset of M1 muscarinic receptor agonist screen with 61,833 compounds. Binary Classification. Given a drug SMILES string, predict its activity (active/inactive) in a high-throughput screening assay against a specified biological target. The drug is O=C1N(CC(C1)C(=O)NCCC=1CCCCC1)c1ccc(OCC)cc1. The result is 0 (inactive).